This data is from Catalyst prediction with 721,799 reactions and 888 catalyst types from USPTO. The task is: Predict which catalyst facilitates the given reaction. (1) Reactant: [O:1]1[CH:5]=[CH:4][CH:3]=[C:2]1[C:6]1[CH:7]=[C:8]([CH:15]=[CH:16][CH:17]=1)[O:9][CH2:10][C:11](OC)=[O:12].[NH2:18][NH2:19]. Product: [O:1]1[CH:5]=[CH:4][CH:3]=[C:2]1[C:6]1[CH:7]=[C:8]([CH:15]=[CH:16][CH:17]=1)[O:9][CH2:10][C:11]([NH:18][NH2:19])=[O:12]. The catalyst class is: 14. (2) Reactant: [CH3:1][C:2]([OH:6])([C:4]#[CH:5])[CH3:3].C1CCN2C(=NCCC2)CC1.[Br:18][C:19]1[CH:20]=[CH:21][C:22](O)=[C:23]([CH:28]=1)[C:24]([O:26][CH3:27])=[O:25].[Cl-].[NH4+]. Product: [Br:18][C:19]1[CH:20]=[CH:21][C:22]([O:6][C:2]([CH3:3])([CH3:1])[C:4]#[CH:5])=[C:23]([CH:28]=1)[C:24]([O:26][CH3:27])=[O:25]. The catalyst class is: 10. (3) Product: [Cl-:35].[CH2:1]([N+:3]1[CH2:4][CH2:5][CH2:6][C:7]2[C:12]=1[CH:11]=[C:10]1[C:9]([CH:8]=2)=[N:14][C:32]2[CH:33]=[C:28]3[C:29]([N:24]([CH3:23])[CH2:25][CH2:26][O:27]3)=[CH:30][C:31]=2[O:13]1)[CH3:2]. The catalyst class is: 97. Reactant: [CH2:1]([N:3]1[C:12]2[C:7](=[CH:8][CH:9]=[C:10]([OH:13])[CH:11]=2)[CH2:6][CH2:5][CH2:4]1)[CH3:2].[N:14]([O-])=O.[Na+].C([O-])(O)=O.[Na+].[CH3:23][N:24]1[C:29]2[CH:30]=[C:31](O)[CH:32]=[CH:33][C:28]=2[O:27][CH2:26][CH2:25]1.[ClH:35]. (4) Reactant: Br[C:2]1[C:3]([C:12]2[CH:17]=[CH:16][C:15]([F:18])=[CH:14][CH:13]=2)=[N:4][N:5]2[CH:10]([CH3:11])[CH2:9][CH2:8][O:7][C:6]=12.C([B:22]1[O:26][C:25]([CH3:28])([CH3:27])[C:24]([CH3:30])([CH3:29])[O:23]1)(C)C. Product: [F:18][C:15]1[CH:16]=[CH:17][C:12]([C:3]2[C:2]([B:22]3[O:26][C:25]([CH3:28])([CH3:27])[C:24]([CH3:30])([CH3:29])[O:23]3)=[C:6]3[O:7][CH2:8][CH2:9][CH:10]([CH3:11])[N:5]3[N:4]=2)=[CH:13][CH:14]=1. The catalyst class is: 1. (5) Reactant: [NH2:1][C:2]1[CH:3]=[C:4]([C:15]([O:17][CH3:18])=[O:16])[C:5]2[O:9][C:8]([CH3:11])([CH3:10])[CH2:7][C:6]=2[C:12]=1[NH:13][CH3:14].[Cl:19][C:20]1[CH:21]=[N:22][CH:23]=[C:24]([Cl:29])[C:25]=1[N:26]=[C:27]=S. Product: [Cl:19][C:20]1[CH:21]=[N:22][CH:23]=[C:24]([Cl:29])[C:25]=1[NH:26][C:27]1[N:13]([CH3:14])[C:12]2[C:6]3[CH2:7][C:8]([CH3:11])([CH3:10])[O:9][C:5]=3[C:4]([C:15]([O:17][CH3:18])=[O:16])=[CH:3][C:2]=2[N:1]=1. The catalyst class is: 10. (6) Reactant: C(O[BH-](OC(=O)C)OC(=O)C)(=O)C.[Na+].[Cl:15][C:16]1[C:17]2[C:24]([C:25]3[CH:39]=[CH:38][C:28]([O:29][C:30]4[CH:37]=[CH:36][CH:35]=[CH:34][C:31]=4[CH:32]=O)=[CH:27][CH:26]=3)=[CH:23][N:22]([CH:40]3[CH2:44][CH2:43][O:42][CH2:41]3)[C:18]=2[N:19]=[CH:20][N:21]=1.[CH2:45]([NH:47][CH2:48][CH3:49])[CH3:46]. Product: [Cl:15][C:16]1[C:17]2[C:24]([C:25]3[CH:26]=[CH:27][C:28]([O:29][C:30]4[CH:37]=[CH:36][CH:35]=[CH:34][C:31]=4[CH2:32][N:47]([CH2:48][CH3:49])[CH2:45][CH3:46])=[CH:38][CH:39]=3)=[CH:23][N:22]([CH:40]3[CH2:44][CH2:43][O:42][CH2:41]3)[C:18]=2[N:19]=[CH:20][N:21]=1. The catalyst class is: 26. (7) Reactant: [Br:1][C:2]1[CH:3]=[C:4]2[C:9](=[CH:10][CH:11]=1)[C:8](=[O:12])[NH:7][C:6](=[O:13])/[C:5]/2=[CH:14]/OC.[CH3:17][O:18][C:19]1[CH:24]=[CH:23][C:22]([CH2:25][NH:26][CH3:27])=[CH:21][C:20]=1[OH:28]. Product: [Br:1][C:2]1[CH:3]=[C:4]2[C:9](=[CH:10][CH:11]=1)[C:8](=[O:12])[NH:7][C:6](=[O:13])/[C:5]/2=[CH:14]\[N:26]([CH2:25][C:22]1[CH:23]=[CH:24][C:19]([O:18][CH3:17])=[C:20]([OH:28])[CH:21]=1)[CH3:27]. The catalyst class is: 7.